This data is from Aqueous solubility values for 9,982 compounds from the AqSolDB database. The task is: Regression/Classification. Given a drug SMILES string, predict its absorption, distribution, metabolism, or excretion properties. Task type varies by dataset: regression for continuous measurements (e.g., permeability, clearance, half-life) or binary classification for categorical outcomes (e.g., BBB penetration, CYP inhibition). For this dataset (solubility_aqsoldb), we predict Y. (1) The molecule is c1coc(-c2nc3ccccc3[nH]2)c1. The Y is -3.41 log mol/L. (2) The drug is Cc1cc(N/N=C2\C=CC(=O)C(C(=O)[O-])=C2)c(OCCCS(=O)(=O)[O-])cc1N=Nc1ccc([N+](=O)[O-])cc1S(=O)(=O)[O-].[Na+].[Na+].[Na+]. The Y is 0.161 log mol/L. (3) The drug is [Mg+2]. The Y is -2.40 log mol/L. (4) The compound is Cc1cc(O)ccc1S(=O)(=O)O. The Y is -0.290 log mol/L. (5) The drug is O=C(O)c1cc2ccccc2c(Cc2c(O)c(C(=O)O)cc3ccccc23)c1O.[Na]. The Y is -0.981 log mol/L.